From a dataset of NCI-60 drug combinations with 297,098 pairs across 59 cell lines. Regression. Given two drug SMILES strings and cell line genomic features, predict the synergy score measuring deviation from expected non-interaction effect. (1) Drug 1: CC1=C(C=C(C=C1)NC(=O)C2=CC=C(C=C2)CN3CCN(CC3)C)NC4=NC=CC(=N4)C5=CN=CC=C5. Drug 2: COC1=NC(=NC2=C1N=CN2C3C(C(C(O3)CO)O)O)N. Cell line: DU-145. Synergy scores: CSS=-9.13, Synergy_ZIP=4.93, Synergy_Bliss=2.27, Synergy_Loewe=-7.32, Synergy_HSA=-8.60. (2) Drug 1: CC(C1=C(C=CC(=C1Cl)F)Cl)OC2=C(N=CC(=C2)C3=CN(N=C3)C4CCNCC4)N. Drug 2: CN(C)C1=NC(=NC(=N1)N(C)C)N(C)C. Cell line: SNB-19. Synergy scores: CSS=10.1, Synergy_ZIP=0.431, Synergy_Bliss=3.33, Synergy_Loewe=-2.44, Synergy_HSA=1.43. (3) Drug 1: C1=C(C(=O)NC(=O)N1)N(CCCl)CCCl. Drug 2: C(CN)CNCCSP(=O)(O)O. Cell line: T-47D. Synergy scores: CSS=5.43, Synergy_ZIP=-5.60, Synergy_Bliss=-1.12, Synergy_Loewe=-18.9, Synergy_HSA=-2.18. (4) Drug 1: CC12CCC3C(C1CCC2OP(=O)(O)O)CCC4=C3C=CC(=C4)OC(=O)N(CCCl)CCCl.[Na+]. Drug 2: N.N.Cl[Pt+2]Cl. Cell line: NCI/ADR-RES. Synergy scores: CSS=34.1, Synergy_ZIP=-11.4, Synergy_Bliss=-7.52, Synergy_Loewe=-23.0, Synergy_HSA=-5.67. (5) Drug 1: C1CCC(CC1)NC(=O)N(CCCl)N=O. Drug 2: CCCS(=O)(=O)NC1=C(C(=C(C=C1)F)C(=O)C2=CNC3=C2C=C(C=N3)C4=CC=C(C=C4)Cl)F. Cell line: EKVX. Synergy scores: CSS=8.37, Synergy_ZIP=-1.77, Synergy_Bliss=2.44, Synergy_Loewe=-1.08, Synergy_HSA=0.524. (6) Drug 1: CCC(=C(C1=CC=CC=C1)C2=CC=C(C=C2)OCCN(C)C)C3=CC=CC=C3.C(C(=O)O)C(CC(=O)O)(C(=O)O)O. Drug 2: C1CN1C2=NC(=NC(=N2)N3CC3)N4CC4. Cell line: NCIH23. Synergy scores: CSS=44.9, Synergy_ZIP=-0.361, Synergy_Bliss=0.454, Synergy_Loewe=-25.0, Synergy_HSA=-0.918. (7) Drug 1: CC=C1C(=O)NC(C(=O)OC2CC(=O)NC(C(=O)NC(CSSCCC=C2)C(=O)N1)C(C)C)C(C)C. Drug 2: CC12CCC3C(C1CCC2OP(=O)(O)O)CCC4=C3C=CC(=C4)OC(=O)N(CCCl)CCCl.[Na+]. Cell line: TK-10. Synergy scores: CSS=78.6, Synergy_ZIP=2.25, Synergy_Bliss=0.529, Synergy_Loewe=-13.3, Synergy_HSA=2.20. (8) Drug 1: COC1=NC(=NC2=C1N=CN2C3C(C(C(O3)CO)O)O)N. Drug 2: C1CN(CCN1C(=O)CCBr)C(=O)CCBr. Cell line: A498. Synergy scores: CSS=11.9, Synergy_ZIP=-1.78, Synergy_Bliss=1.33, Synergy_Loewe=-1.89, Synergy_HSA=1.36.